Dataset: Reaction yield outcomes from USPTO patents with 853,638 reactions. Task: Predict the reaction yield, written as a fraction of the theoretical maximum amount of product (1.0 means a 100% yield; for example, 0.34 means a 34% yield). (1) The reactants are [C:1]([CH:5]=C1CCP(C2C=CC=CC=2)C1(C1C=CC=CC=1)C1C=CC=CC=1)([O:3][CH3:4])=[O:2].[Br:29][C:30]1[C:35]([O:36][CH2:37][O:38][CH3:39])=[CH:34][C:33]([O:40][CH2:41][O:42][CH3:43])=[C:32]([C:44]2[O:45][C:46]([CH:49]=O)=[CH:47][CH:48]=2)[C:31]=1[CH2:51][C:52]([O:54][CH3:55])=[O:53]. The catalyst is C1(C)C=CC=CC=1. The product is [Br:29][C:30]1[C:31]([CH2:51][C:52]([O:54][CH3:55])=[O:53])=[C:32]([C:44]2[O:45][C:46]([CH:49]=[CH:5][C:1]([O:3][CH3:4])=[O:2])=[CH:47][CH:48]=2)[C:33]([O:40][CH2:41][O:42][CH3:43])=[CH:34][C:35]=1[O:36][CH2:37][O:38][CH3:39]. The yield is 0.930. (2) The reactants are COC(=O)[C:4]1[C:9]([F:10])=[CH:8][CH:7]=[CH:6][C:5]=1[N:11]([CH2:18][CH2:19][CH2:20][C:21]([O:23]CC)=O)[C:12]([O:14][CH:15]([CH3:17])[CH3:16])=[O:13].CC(C)([O-])C.[K+].Cl.[Cl-].[Li+]. The catalyst is C1COCC1.[Cl-].[Na+].O. The product is [CH:15]([O:14][C:12]([N:11]1[CH2:18][CH2:19][CH2:20][C:21](=[O:23])[C:4]2[C:9]([F:10])=[CH:8][CH:7]=[CH:6][C:5]1=2)=[O:13])([CH3:16])[CH3:17]. The yield is 0.470. (3) The reactants are [CH3:1][C:2]1[NH:3][CH:4]=[CH:5][N:6]=1.[CH3:7][N:8]([CH3:13])[S:9](Cl)(=[O:11])=[O:10].C(N(CC)CC)C. The catalyst is ClCCl. The product is [CH3:7][N:8]([CH3:13])[S:9]([N:3]1[CH:4]=[CH:5][N:6]=[C:2]1[CH3:1])(=[O:11])=[O:10]. The yield is 0.870. (4) The reactants are [N:1]1[C:10]2[C:5](=[CH:6][CH:7]=[CH:8][CH:9]=2)[C:4](O)=[CH:3][C:2]=1[OH:12].[Cl:13][C:14]1[CH:15]=[C:16]([CH:18]=[CH:19][C:20]=1[Cl:21])[NH2:17]. The catalyst is CN1C(=O)CCC1. The product is [Cl:13][C:14]1[CH:15]=[C:16]([NH:17][C:4]2[C:5]3[C:10](=[CH:9][CH:8]=[CH:7][CH:6]=3)[N:1]=[C:2]([OH:12])[CH:3]=2)[CH:18]=[CH:19][C:20]=1[Cl:21]. The yield is 0.320.